From a dataset of Catalyst prediction with 721,799 reactions and 888 catalyst types from USPTO. Predict which catalyst facilitates the given reaction. (1) Reactant: [Cl:1][C:2]1[N:7]=[C:6]([C:8]([O:10][CH3:11])=[O:9])[CH:5]=[C:4](Cl)[N:3]=1.[F:13][C:14]([F:26])([F:25])[O:15][C:16]1[CH:17]=[C:18](B(O)O)[CH:19]=[CH:20][CH:21]=1.C([O-])([O-])=O.[Na+].[Na+]. Product: [Cl:1][C:2]1[N:7]=[C:6]([C:8]([O:10][CH3:11])=[O:9])[CH:5]=[C:4]([C:18]2[CH:19]=[CH:20][CH:21]=[C:16]([O:15][C:14]([F:13])([F:25])[F:26])[CH:17]=2)[N:3]=1. The catalyst class is: 1. (2) Reactant: [C:1]([O:5][C:6]([NH:8][C@H:9]([C:14]([N:16]1[C@@H:23]([C:24]#[CH:25])[CH2:22][CH2:21][C@H:17]1[C:18](O)=[O:19])=[O:15])[CH2:10][CH:11]([CH3:13])[CH3:12])=[O:7])([CH3:4])([CH3:3])[CH3:2].C[N:27]1CCOCC1.ClC(OCC(C)C)=O.N.Cl. Product: [C:1]([O:5][C:6]([NH:8][C@H:9]([C:14]([N:16]1[C@@H:23]([C:24]#[CH:25])[CH2:22][CH2:21][C@H:17]1[C:18]([NH2:27])=[O:19])=[O:15])[CH2:10][CH:11]([CH3:13])[CH3:12])=[O:7])([CH3:3])([CH3:4])[CH3:2]. The catalyst class is: 1. (3) Reactant: [I-].[K+].C(=O)([O-])[O-].[K+].[K+].[CH2:9](Cl)[C:10]1[CH:15]=[CH:14][CH:13]=[CH:12][CH:11]=1.[Cl:17][C:18]1[CH:19]=[C:20]([OH:39])[CH:21]=[CH:22][C:23]=1[CH:24]([CH3:38])[C:25]([OH:37])([C:30]1[CH:35]=[CH:34][N:33]=[C:32]([CH3:36])[CH:31]=1)[C:26]([F:29])([F:28])[F:27]. Product: [CH2:9]([O:39][C:20]1[CH:21]=[CH:22][C:23]([CH:24]([CH3:38])[C:25]([C:30]2[CH:35]=[CH:34][N:33]=[C:32]([CH3:36])[CH:31]=2)([OH:37])[C:26]([F:27])([F:28])[F:29])=[C:18]([Cl:17])[CH:19]=1)[C:10]1[CH:15]=[CH:14][CH:13]=[CH:12][CH:11]=1. The catalyst class is: 21. (4) Reactant: [OH:1][C@H:2]1[CH2:6][N:5]([C:7]([O:9][CH2:10][C:11]2[CH:16]=[CH:15][CH:14]=[CH:13][CH:12]=2)=[O:8])[C@H:4]([C:17]([O:19][CH3:20])=[O:18])[CH2:3]1.[CH3:21]I.[H-].[Na+]. Product: [CH3:21][O:1][CH:2]1[CH2:6][N:5]([C:7]([O:9][CH2:10][C:11]2[CH:12]=[CH:13][CH:14]=[CH:15][CH:16]=2)=[O:8])[CH:4]([C:17]([O:19][CH3:20])=[O:18])[CH2:3]1. The catalyst class is: 1.